Predict the product of the given reaction. From a dataset of Forward reaction prediction with 1.9M reactions from USPTO patents (1976-2016). Given the reactants [CH:1]1([O:5][C:6]2[CH:11]=[CH:10][C:9]([NH:12]C(C3C=C(CCCOCCOCCOCCOCCC(OC(C)(C)C)=O)C=CC=3)=O)=[C:8]([C:43]3[CH:48]=[C:47]([C:49](=[O:61])[NH:50][C@@H:51]4[C:60]5[C:55](=[CH:56][CH:57]=[CH:58][CH:59]=5)[CH2:54][CH2:53][CH2:52]4)[CH:46]=[CH:45][N:44]=3)[CH:7]=2)[CH2:4][CH2:3][CH2:2]1.[CH2:62]([C:89]1[CH:90]=[C:91]([CH:95]=[CH:96][CH:97]=1)[C:92]([OH:94])=O)[O:63][CH2:64][CH2:65][O:66][CH2:67][CH2:68][O:69][CH2:70][CH2:71][O:72][CH2:73][CH2:74][O:75][CH2:76][CH2:77][O:78][CH2:79][CH2:80][O:81][CH2:82][CH2:83][O:84][CH2:85][CH2:86][O:87][CH3:88], predict the reaction product. The product is: [CH2:62]([C:89]1[CH:90]=[C:91]([CH:95]=[CH:96][CH:97]=1)[C:92]([NH:12][C:9]1[CH:10]=[CH:11][C:6]([O:5][CH:1]2[CH2:4][CH2:3][CH2:2]2)=[CH:7][C:8]=1[C:43]1[CH:48]=[C:47]([CH:46]=[CH:45][N:44]=1)[C:49]([NH:50][C@@H:51]1[C:60]2[C:55](=[CH:56][CH:57]=[CH:58][CH:59]=2)[CH2:54][CH2:53][CH2:52]1)=[O:61])=[O:94])[O:63][CH2:64][CH2:65][O:66][CH2:67][CH2:68][O:69][CH2:70][CH2:71][O:72][CH2:73][CH2:74][O:75][CH2:76][CH2:77][O:78][CH2:79][CH2:80][O:81][CH2:82][CH2:83][O:84][CH2:85][CH2:86][O:87][CH3:88].